From a dataset of Full USPTO retrosynthesis dataset with 1.9M reactions from patents (1976-2016). Predict the reactants needed to synthesize the given product. (1) Given the product [ClH:1].[NH2:2][C:3]1[C:4]2[CH2:11][CH2:10][CH2:9][C:8](=[O:12])[C:5]=2[S:6][C:7]=1[Br:13], predict the reactants needed to synthesize it. The reactants are: [ClH:1].[NH2:2][C:3]1[C:4]2[CH2:11][CH2:10][CH2:9][C:8](=[O:12])[C:5]=2[S:6][CH:7]=1.[Br:13]N1C(=O)CCC1=O. (2) Given the product [Cl:1][C:2]1[CH:3]=[C:4]([N:12]([CH2:29][CH3:30])[CH:13]2[CH2:18][CH2:17][N:16]([CH2:19][CH2:20][C:21]3[CH:26]=[CH:25][CH:24]=[C:23]([O:27][CH3:28])[CH:22]=3)[CH2:15][CH2:14]2)[C:5]([CH3:11])=[C:6]([CH:10]=1)[C:7]([NH:70][CH2:69][C:68]1[C:64]([O:63][CH3:62])=[N:65][N:66]([CH3:72])[C:67]=1[CH3:71])=[O:8], predict the reactants needed to synthesize it. The reactants are: [Cl:1][C:2]1[CH:3]=[C:4]([N:12]([CH2:29][CH3:30])[CH:13]2[CH2:18][CH2:17][N:16]([CH2:19][CH2:20][C:21]3[CH:26]=[CH:25][CH:24]=[C:23]([O:27][CH3:28])[CH:22]=3)[CH2:15][CH2:14]2)[C:5]([CH3:11])=[C:6]([CH:10]=1)[C:7](O)=[O:8].CN(C(ON1N=NC2C=CC=CC1=2)=[N+](C)C)C.[B-](F)(F)(F)F.CCN(C(C)C)C(C)C.[CH3:62][O:63][C:64]1[C:68]([CH2:69][NH2:70])=[C:67]([CH3:71])[N:66]([CH3:72])[N:65]=1.